Dataset: NCI-60 drug combinations with 297,098 pairs across 59 cell lines. Task: Regression. Given two drug SMILES strings and cell line genomic features, predict the synergy score measuring deviation from expected non-interaction effect. (1) Drug 1: CN(C(=O)NC(C=O)C(C(C(CO)O)O)O)N=O. Synergy scores: CSS=-6.78, Synergy_ZIP=-0.104, Synergy_Bliss=-6.58, Synergy_Loewe=-5.47, Synergy_HSA=-11.5. Drug 2: COCCOC1=C(C=C2C(=C1)C(=NC=N2)NC3=CC=CC(=C3)C#C)OCCOC.Cl. Cell line: LOX IMVI. (2) Drug 1: CC1=C(C(=CC=C1)Cl)NC(=O)C2=CN=C(S2)NC3=CC(=NC(=N3)C)N4CCN(CC4)CCO. Drug 2: CC1C(C(CC(O1)OC2CC(CC3=C2C(=C4C(=C3O)C(=O)C5=C(C4=O)C(=CC=C5)OC)O)(C(=O)CO)O)N)O.Cl. Cell line: MDA-MB-435. Synergy scores: CSS=20.4, Synergy_ZIP=0.218, Synergy_Bliss=1.95, Synergy_Loewe=-3.37, Synergy_HSA=-0.931. (3) Drug 1: C1CN1C2=NC(=NC(=N2)N3CC3)N4CC4. Drug 2: N.N.Cl[Pt+2]Cl. Cell line: HS 578T. Synergy scores: CSS=21.1, Synergy_ZIP=-7.60, Synergy_Bliss=-3.81, Synergy_Loewe=2.21, Synergy_HSA=2.69.